This data is from Forward reaction prediction with 1.9M reactions from USPTO patents (1976-2016). The task is: Predict the product of the given reaction. (1) Given the reactants Cl[C:2]1[N:9]=[CH:8][C:7]([F:10])=[CH:6][C:3]=1[C:4]#[N:5].O.[NH2:12][NH2:13].O, predict the reaction product. The product is: [F:10][C:7]1[CH:6]=[C:3]2[C:4]([NH2:5])=[N:13][NH:12][C:2]2=[N:9][CH:8]=1. (2) The product is: [Br:1][C:2]1[CH:14]=[N:13][C:12]2[C:11]3[CH:10]=[CH:9][C:8]4[C:15](=[O:16])[O:17][CH2:18][C:7]=4[C:6]=3[NH:5][C:4]=2[CH:3]=1. Given the reactants [Br:1][C:2]1[CH:14]=[N:13][C:12]2[C:11]3[CH:10]=[CH:9][C:8]([C:15]([O:17][CH3:18])=[O:16])=[CH:7][C:6]=3[NH:5][C:4]=2[CH:3]=1.BrC1C=C([N+]([O-])=O)C(C2C=CC3C(=O)OCC=3C=2)=NC=1, predict the reaction product. (3) Given the reactants C([N:8]1[CH2:13][CH2:12][N:11]([C:14]2[CH:22]=[CH:21][CH:20]=[C:19]3[C:15]=2[CH:16]=[CH:17][NH:18]3)[CH2:10][CH2:9]1)(OC(C)(C)C)=O.[F:23][C:24]1[CH:29]=[C:28]([F:30])[CH:27]=[CH:26][C:25]=1[S:31]([Cl:34])(=[O:33])=[O:32], predict the reaction product. The product is: [ClH:34].[F:23][C:24]1[CH:29]=[C:28]([F:30])[CH:27]=[CH:26][C:25]=1[S:31]([N:18]1[C:19]2[C:15](=[C:14]([N:11]3[CH2:10][CH2:9][NH:8][CH2:13][CH2:12]3)[CH:22]=[CH:21][CH:20]=2)[CH:16]=[CH:17]1)(=[O:33])=[O:32]. (4) Given the reactants [Cl:1][C:2]1[CH:7]=[CH:6][C:5]([C@@H:8](O)[CH2:9][N:10]([CH2:12][CH2:13]O)[CH3:11])=[CH:4][CH:3]=1.C(N(CC)CC)C.CS([Cl:27])(=O)=O.[CH2:28]([NH2:31])[CH:29]=[CH2:30].C(=O)([O-])[O-].[Na+].[Na+].Cl.C(O)(C)C, predict the reaction product. The product is: [ClH:1].[ClH:27].[Cl:1][C:2]1[CH:7]=[CH:6][C:5]([C@@H:8]2[CH2:9][N:10]([CH3:11])[CH2:12][CH2:13][N:31]2[CH2:28][CH:29]=[CH2:30])=[CH:4][CH:3]=1. (5) The product is: [F:15][C:14]([F:17])([F:16])[C:13]([C:6]1[C:7]([CH3:12])=[N:8][C:9]2[C:4]([C:5]=1[C:19]1[CH:24]=[CH:23][CH:22]=[CH:21][CH:20]=1)=[CH:3][C:2]([N:27]1[CH2:28][CH2:29][CH2:30][CH:26]1[CH3:25])=[CH:11][CH:10]=2)=[O:18]. Given the reactants Br[C:2]1[CH:3]=[C:4]2[C:9](=[CH:10][CH:11]=1)[N:8]=[C:7]([CH3:12])[C:6]([C:13](=[O:18])[C:14]([F:17])([F:16])[F:15])=[C:5]2[C:19]1[CH:24]=[CH:23][CH:22]=[CH:21][CH:20]=1.[CH3:25][CH:26]1[CH2:30][CH2:29][CH2:28][NH:27]1, predict the reaction product. (6) Given the reactants Cl.[NH2:2][C@@H:3]([CH2:8][C:9]1[CH:14]=[CH:13][CH:12]=[CH:11][CH:10]=1)[C:4](=[O:7])[CH2:5][Cl:6].Cl[C:16]([O:18][CH3:19])=[O:17].C(=O)([O-])O.[Na+], predict the reaction product. The product is: [CH3:19][O:18][C:16]([NH:2][C@@H:3]([CH2:8][C:9]1[CH:14]=[CH:13][CH:12]=[CH:11][CH:10]=1)[C:4](=[O:7])[CH2:5][Cl:6])=[O:17]. (7) Given the reactants [Cl:1][C:2]1[C:11]2[C:10](C(C)C)=[CH:9][CH:8]=[CH:7][C:6]=2[N:5]=[C:4]2[CH:15]=[N:16][N:17]([CH3:18])[C:3]=12.[CH:19](C1C2C(=O)C3N(C)N=CC=3NC=2C=CC=1)([CH3:21])[CH3:20].ClC1C2C=CC(F)=CC=2N=C2C=NN(C)C=12.C(C1C=CC2C(=O)C3N(C)N=CC=3NC=2C=1)(C)C, predict the reaction product. The product is: [Cl:1][C:2]1[C:11]2[CH:10]=[CH:9][C:8]([CH:19]([CH3:21])[CH3:20])=[CH:7][C:6]=2[N:5]=[C:4]2[CH:15]=[N:16][N:17]([CH3:18])[C:3]=12. (8) Given the reactants [C:1]([CH2:4][C:5](=O)[CH3:6])(=O)[CH3:2].[NH2:8][C:9]([NH2:11])=[O:10].[ClH:12], predict the reaction product. The product is: [ClH:12].[CH3:2][C:1]1[CH:4]=[C:5]([CH3:6])[NH:11][C:9](=[O:10])[N:8]=1.